From a dataset of Catalyst prediction with 721,799 reactions and 888 catalyst types from USPTO. Predict which catalyst facilitates the given reaction. (1) Product: [F:22][C:2]([F:1])([F:21])[C:3]1[CH:8]=[CH:7][N:6]=[C:5]([NH:9][C:10]([NH:12][CH:13]([CH2:18][CH:19]=[CH2:20])[C:14]([OH:16])=[O:15])=[O:11])[CH:4]=1. The catalyst class is: 12. Reactant: [F:1][C:2]([F:22])([F:21])[C:3]1[CH:8]=[CH:7][N:6]=[C:5]([NH:9][C:10]([NH:12][CH:13]([CH2:18][CH:19]=[CH2:20])[C:14]([O:16]C)=[O:15])=[O:11])[CH:4]=1.Cl. (2) Reactant: [NH2:1][C:2]1[CH:3]=[C:4]([CH:7]=[C:8]([O:10][CH2:11][CH2:12][O:13][CH2:14][CH2:15][O:16][CH2:17][CH2:18][O:19][CH3:20])[CH:9]=1)[C:5]#[N:6].[C:21]([C:25]1[CH:29]=[C:28]([NH:30][C:31]([NH:33][C:34]2[C:43]3[C:38](=[CH:39][CH:40]=[CH:41][CH:42]=3)[C:37]([O:44][C:45]3[CH:50]=[CH:49][N:48]=[C:47](Cl)[N:46]=3)=[CH:36][CH:35]=2)=[O:32])[N:27]([C:52]2[CH:57]=[CH:56][C:55]([CH3:58])=[CH:54][CH:53]=2)[N:26]=1)([CH3:24])([CH3:23])[CH3:22].C(=O)(O)[O-].[Na+]. Product: [C:21]([C:25]1[CH:29]=[C:28]([NH:30][C:31]([NH:33][C:34]2[C:43]3[C:38](=[CH:39][CH:40]=[CH:41][CH:42]=3)[C:37]([O:44][C:45]3[CH:50]=[CH:49][N:48]=[C:47]([NH:1][C:2]4[CH:9]=[C:8]([O:10][CH2:11][CH2:12][O:13][CH2:14][CH2:15][O:16][CH2:17][CH2:18][O:19][CH3:20])[CH:7]=[C:4]([C:5]#[N:6])[CH:3]=4)[N:46]=3)=[CH:36][CH:35]=2)=[O:32])[N:27]([C:52]2[CH:57]=[CH:56][C:55]([CH3:58])=[CH:54][CH:53]=2)[N:26]=1)([CH3:24])([CH3:23])[CH3:22]. The catalyst class is: 198. (3) Reactant: C([O:5][C:6](=[O:19])[CH:7]([C:10]1[C:18]2[CH:17]=[CH:16][S:15][C:14]=2[CH:13]=[CH:12][CH:11]=1)C#N)(C)(C)C.[OH-].[K+].O. Product: [S:15]1[CH:16]=[CH:17][C:18]2[C:10]([CH2:7][C:6]([OH:19])=[O:5])=[CH:11][CH:12]=[CH:13][C:14]1=2. The catalyst class is: 196. (4) Reactant: C([O:8][N:9]([CH2:12][C@@H:13]([C:18]([N:20]1[CH2:25][CH2:24][N:23]([C:26]2[CH:31]=[CH:30][C:29]([O:32][CH3:33])=[CH:28][CH:27]=2)[CH2:22][CH2:21]1)=[O:19])[CH2:14][CH:15]([CH3:17])[CH3:16])[CH:10]=[O:11])C1C=CC=CC=1.[H][H]. Product: [OH:8][N:9]([CH2:12][C@@H:13]([C:18]([N:20]1[CH2:21][CH2:22][N:23]([C:26]2[CH:31]=[CH:30][C:29]([O:32][CH3:33])=[CH:28][CH:27]=2)[CH2:24][CH2:25]1)=[O:19])[CH2:14][CH:15]([CH3:17])[CH3:16])[CH:10]=[O:11]. The catalyst class is: 45. (5) Reactant: [F:1][C:2]1[CH:10]=[CH:9][C:8]2[N:7]([C:11]3[CH:12]=[CH:13][C:14](=O)[NH:15][C:16]=3[CH3:17])[C:6]3[CH:19]=[N:20][N:21](C4CCCCO4)[C:5]=3[C:4]=2[CH:3]=1.[Cl:28]P(Cl)(Cl)(Cl)Cl.CCOC(C)=O.C([O-])(O)=O.[Na+]. Product: [Cl:28][C:14]1[N:15]=[C:16]([CH3:17])[C:11]([N:7]2[C:8]3[CH:9]=[CH:10][C:2]([F:1])=[CH:3][C:4]=3[C:5]3[NH:21][N:20]=[CH:19][C:6]2=3)=[CH:12][CH:13]=1. The catalyst class is: 265. (6) Reactant: [CH3:1][C:2]1[CH:7]=[C:6]([C:8]2[CH:13]=[CH:12][C:11]([CH2:14][C:15]([NH:17][C:18]3[N:23]=[CH:22][C:21]([N:24]4[CH2:29][CH2:28][N:27](C(OC(C)(C)C)=O)[CH2:26][CH2:25]4)=[CH:20][CH:19]=3)=[O:16])=[CH:10][CH:9]=2)[CH:5]=[CH:4][N:3]=1.C(O)(C(F)(F)F)=O. Product: [CH3:1][C:2]1[CH:7]=[C:6]([C:8]2[CH:13]=[CH:12][C:11]([CH2:14][C:15]([NH:17][C:18]3[CH:19]=[CH:20][C:21]([N:24]4[CH2:29][CH2:28][NH:27][CH2:26][CH2:25]4)=[CH:22][N:23]=3)=[O:16])=[CH:10][CH:9]=2)[CH:5]=[CH:4][N:3]=1. The catalyst class is: 2. (7) Reactant: [CH3:1][C:2]1[C:6]([C:7]2[C:8]([C:15]3[CH:20]=[CH:19][C:18]([O:21]C)=[CH:17][CH:16]=3)=[N:9][N:10]([CH3:14])[C:11]=2[CH:12]=[O:13])=[C:5]([CH3:23])[O:4][N:3]=1.Cl.NO.N1C=CC=CC=1.Cl. Product: [CH3:1][C:2]1[C:6]([C:7]2[C:8]([C:15]3[CH:20]=[CH:19][C:18]([OH:21])=[CH:17][CH:16]=3)=[N:9][N:10]([CH3:14])[C:11]=2[CH2:12][OH:13])=[C:5]([CH3:23])[O:4][N:3]=1. The catalyst class is: 511. (8) Reactant: C([O:3][C:4](=[O:41])[CH2:5][N:6]1[CH:10]=[CH:9][N:8]=[C:7]1[CH2:11][N:12]([CH2:20][C:21]1[CH:26]=[CH:25][C:24]([CH2:27][N:28]([CH2:30][CH2:31][CH2:32][CH2:33][N:34]([CH2:38][CH2:39][CH3:40])[CH2:35][CH2:36][CH3:37])[CH3:29])=[CH:23][CH:22]=1)[CH2:13][C:14]1[N:15]([CH3:19])[CH:16]=[CH:17][N:18]=1)C.Cl. Product: [CH2:38]([N:34]([CH2:35][CH2:36][CH3:37])[CH2:33][CH2:32][CH2:31][CH2:30][N:28]([CH2:27][C:24]1[CH:23]=[CH:22][C:21]([CH2:20][N:12]([CH2:11][C:7]2[N:6]([CH2:5][C:4]([OH:41])=[O:3])[CH:10]=[CH:9][N:8]=2)[CH2:13][C:14]2[N:15]([CH3:19])[CH:16]=[CH:17][N:18]=2)=[CH:26][CH:25]=1)[CH3:29])[CH2:39][CH3:40]. The catalyst class is: 12. (9) Reactant: Cl[C:2](=[N:16][OH:17])[C@H:3]1[CH2:8][C@@H:7]2[C@@H:5]([CH2:6]2)[N:4]1[C:9]([O:11][C:12]([CH3:15])([CH3:14])[CH3:13])=[O:10].[C:18]([C:20]1[CH:25]=[CH:24][CH:23]=[C:22]([CH3:26])[CH:21]=1)#[CH:19]. Product: [CH3:26][C:22]1[CH:21]=[C:20]([C:18]2[O:17][N:16]=[C:2]([C@H:3]3[CH2:8][C@@H:7]4[C@@H:5]([CH2:6]4)[N:4]3[C:9]([O:11][C:12]([CH3:15])([CH3:14])[CH3:13])=[O:10])[CH:19]=2)[CH:25]=[CH:24][CH:23]=1. The catalyst class is: 4.